Dataset: Forward reaction prediction with 1.9M reactions from USPTO patents (1976-2016). Task: Predict the product of the given reaction. The product is: [Cl:36][C:37]1[CH:38]=[C:39]([C:2]2[CH:3]=[CH:4][C:5]([O:34][CH3:35])=[C:6]([N:8]3[C:17]4[C:12](=[CH:13][C:14]([S:18]([O:21][C:22]5[C:23]([F:32])=[C:24]([F:31])[C:25]([F:30])=[C:26]([F:29])[C:27]=5[F:28])(=[O:19])=[O:20])=[CH:15][CH:16]=4)[CH:11]=[CH:10][C:9]3=[O:33])[CH:7]=2)[CH:40]=[C:41]([F:43])[CH:42]=1. Given the reactants Br[C:2]1[CH:3]=[CH:4][C:5]([O:34][CH3:35])=[C:6]([N:8]2[C:17]3[C:12](=[CH:13][C:14]([S:18]([O:21][C:22]4[C:27]([F:28])=[C:26]([F:29])[C:25]([F:30])=[C:24]([F:31])[C:23]=4[F:32])(=[O:20])=[O:19])=[CH:15][CH:16]=3)[CH:11]=[CH:10][C:9]2=[O:33])[CH:7]=1.[Cl:36][C:37]1[CH:38]=[C:39](B(O)O)[CH:40]=[C:41]([F:43])[CH:42]=1.C(=O)([O-])[O-].[K+].[K+], predict the reaction product.